From a dataset of Retrosynthesis with 50K atom-mapped reactions and 10 reaction types from USPTO. Predict the reactants needed to synthesize the given product. Given the product CCCC[C@H](NC(=O)c1nc2ccccc2cc1NC(=O)Nc1c(C)cc(C)cc1C)C(=O)O, predict the reactants needed to synthesize it. The reactants are: CCCC[C@H](NC(=O)c1nc2ccccc2cc1NC(=O)Nc1c(C)cc(C)cc1C)C(=O)OC.